This data is from NCI-60 drug combinations with 297,098 pairs across 59 cell lines. The task is: Regression. Given two drug SMILES strings and cell line genomic features, predict the synergy score measuring deviation from expected non-interaction effect. (1) Cell line: U251. Synergy scores: CSS=20.8, Synergy_ZIP=-0.191, Synergy_Bliss=2.87, Synergy_Loewe=-1.27, Synergy_HSA=-0.865. Drug 2: CCN(CC)CCNC(=O)C1=C(NC(=C1C)C=C2C3=C(C=CC(=C3)F)NC2=O)C. Drug 1: C1CC(C1)(C(=O)O)C(=O)O.[NH2-].[NH2-].[Pt+2]. (2) Drug 1: CN1CCC(CC1)COC2=C(C=C3C(=C2)N=CN=C3NC4=C(C=C(C=C4)Br)F)OC. Drug 2: C1=C(C(=O)NC(=O)N1)F. Cell line: SR. Synergy scores: CSS=32.4, Synergy_ZIP=-8.18, Synergy_Bliss=-17.9, Synergy_Loewe=-21.8, Synergy_HSA=-17.9. (3) Drug 1: CCC(=C(C1=CC=CC=C1)C2=CC=C(C=C2)OCCN(C)C)C3=CC=CC=C3.C(C(=O)O)C(CC(=O)O)(C(=O)O)O. Drug 2: CC1=C(C=C(C=C1)C(=O)NC2=CC(=CC(=C2)C(F)(F)F)N3C=C(N=C3)C)NC4=NC=CC(=N4)C5=CN=CC=C5. Cell line: OVCAR-4. Synergy scores: CSS=-2.09, Synergy_ZIP=0.761, Synergy_Bliss=-0.149, Synergy_Loewe=-4.81, Synergy_HSA=-2.41.